Dataset: Forward reaction prediction with 1.9M reactions from USPTO patents (1976-2016). Task: Predict the product of the given reaction. (1) Given the reactants [CH2:1]([C:7]1[CH:8]=[C:9]([C:13]2[N:17]([CH3:18])[C:16]([C:19]([N:21]3[CH2:26][CH2:25][CH:24]([N:27]4[CH2:31][CH2:30][CH2:29][CH2:28]4)[CH2:23][CH2:22]3)=[O:20])=[C:15](I)[N:14]=2)[CH:10]=[CH:11][CH:12]=1)[CH2:2][CH2:3][CH2:4][CH2:5][CH3:6].[N:33]1[CH:38]=[C:37](B(O)O)[CH:36]=[N:35][CH:34]=1, predict the reaction product. The product is: [CH2:1]([C:7]1[CH:8]=[C:9]([C:13]2[N:17]([CH3:18])[C:16]([C:19]([N:21]3[CH2:26][CH2:25][CH:24]([N:27]4[CH2:31][CH2:30][CH2:29][CH2:28]4)[CH2:23][CH2:22]3)=[O:20])=[C:15]([C:37]3[CH:38]=[N:33][CH:34]=[N:35][CH:36]=3)[N:14]=2)[CH:10]=[CH:11][CH:12]=1)[CH2:2][CH2:3][CH2:4][CH2:5][CH3:6]. (2) Given the reactants [Br:1][C:2]1[CH:3]=[C:4]2[C:9](=[CH:10][CH:11]=1)[O:8][C:7]([CH2:13][CH2:14][O:15][Si](C(C)(C)C)(C)C)([CH3:12])[CH2:6][C:5]2=[O:23].CC1C=CC(S(OI(O)C2C=CC=CC=2)(=O)=O)=CC=1, predict the reaction product. The product is: [Br:1][C:2]1[CH:11]=[CH:10][C:9]2[O:8][C:7]3([CH3:12])[CH2:13][CH2:14][O:15][CH:6]3[C:5](=[O:23])[C:4]=2[CH:3]=1. (3) Given the reactants [C@H:1]1([C:13]2[S:17][C:16]([NH2:18])=[N:15][N:14]=2)[CH2:6][CH2:5][CH2:4][C@H:3]([C:7]2[S:11][C:10]([NH2:12])=[N:9][N:8]=2)[CH2:2]1.C(O[K])(C)(C)C.[F:25][C:26]1([F:41])[CH2:29][N:28]([C:30]2[N:35]=[C:34]([CH2:36][C:37](OC)=[O:38])[CH:33]=[CH:32][CH:31]=2)[CH2:27]1, predict the reaction product. The product is: [NH2:12][C:10]1[S:11][C:7]([C@H:3]2[CH2:4][CH2:5][CH2:6][C@H:1]([C:13]3[S:17][C:16]([NH:18][C:37](=[O:38])[CH2:36][C:34]4[CH:33]=[CH:32][CH:31]=[C:30]([N:28]5[CH2:27][C:26]([F:25])([F:41])[CH2:29]5)[N:35]=4)=[N:15][N:14]=3)[CH2:2]2)=[N:8][N:9]=1.